Dataset: Forward reaction prediction with 1.9M reactions from USPTO patents (1976-2016). Task: Predict the product of the given reaction. Given the reactants [NH2:1][C:2]1[CH:7]=[CH:6][CH:5]=[CH:4][N:3]=1.[C:8]([O:12][C:13](O[C:13]([O:12][C:8]([CH3:11])([CH3:10])[CH3:9])=[O:14])=[O:14])([CH3:11])([CH3:10])[CH3:9], predict the reaction product. The product is: [C:8]([O:12][C:13](=[O:14])[NH:1][C:2]1[CH:7]=[CH:6][CH:5]=[CH:4][N:3]=1)([CH3:11])([CH3:10])[CH3:9].